This data is from Catalyst prediction with 721,799 reactions and 888 catalyst types from USPTO. The task is: Predict which catalyst facilitates the given reaction. (1) Reactant: [NH2:1][C:2]1[N:7]=[CH:6][N:5]=[C:4]2[N:8]([CH2:25][C@H:26]3[CH2:30][CH2:29][CH2:28][N:27]3[C:31](=[O:47])[C:32]([C:45]#[N:46])=[CH:33][C:34]3([NH:37]C(=O)OC(C)(C)C)[CH2:36][CH2:35]3)[N:9]=[C:10]([C:11]3[CH:16]=[CH:15][C:14]([O:17][C:18]4[CH:23]=[CH:22][CH:21]=[CH:20][CH:19]=4)=[CH:13][C:12]=3[F:24])[C:3]=12.C(O)(C(F)(F)F)=O. Product: [NH2:1][C:2]1[N:7]=[CH:6][N:5]=[C:4]2[N:8]([CH2:25][C@H:26]3[CH2:30][CH2:29][CH2:28][N:27]3[C:31]([C:32](=[CH:33][C:34]3([NH2:37])[CH2:36][CH2:35]3)[C:45]#[N:46])=[O:47])[N:9]=[C:10]([C:11]3[CH:16]=[CH:15][C:14]([O:17][C:18]4[CH:19]=[CH:20][CH:21]=[CH:22][CH:23]=4)=[CH:13][C:12]=3[F:24])[C:3]=12. The catalyst class is: 2. (2) Reactant: [CH3:1][C:2]1[CH:10]=[CH:9][C:5]2[NH:6][CH:7]=[N:8][C:4]=2[CH:3]=1.C1C(=O)N([I:18])C(=O)C1.CCOC(C)=O.C([O-])(O)=O.[Na+]. Product: [I:18][C:3]1[C:4]2[N:8]=[CH:7][NH:6][C:5]=2[CH:9]=[CH:10][C:2]=1[CH3:1]. The catalyst class is: 67. (3) Reactant: [C:1]([C:9]1[C:17]([O:18][CH3:19])=[CH:16][CH:15]=[CH:14][C:10]=1[C:11]([OH:13])=[O:12])(=O)[C:2]1[CH:7]=[CH:6][CH:5]=[CH:4][CH:3]=1.[H][H]. Product: [CH2:1]([C:9]1[C:17]([O:18][CH3:19])=[CH:16][CH:15]=[CH:14][C:10]=1[C:11]([OH:13])=[O:12])[C:2]1[CH:3]=[CH:4][CH:5]=[CH:6][CH:7]=1. The catalyst class is: 43.